Dataset: Catalyst prediction with 721,799 reactions and 888 catalyst types from USPTO. Task: Predict which catalyst facilitates the given reaction. (1) Reactant: [CH3:1][O:2][C:3](=[O:23])[C:4]1[CH:9]=[CH:8][C:7]([CH2:10][O:11][C:12]2[CH:22]=[CH:21][C:15]3[CH2:16][NH:17][CH2:18][CH2:19][CH2:20][C:14]=3[CH:13]=2)=[CH:6][CH:5]=1.[C:24]1(=O)[CH2:28][CH2:27][CH2:26][CH2:25]1.C(O[BH-](OC(=O)C)OC(=O)C)(=O)C.[Na+]. Product: [CH3:1][O:2][C:3](=[O:23])[C:4]1[CH:5]=[CH:6][C:7]([CH2:10][O:11][C:12]2[CH:22]=[CH:21][C:20]3[CH2:19][CH2:18][N:17]([CH:24]4[CH2:28][CH2:27][CH2:26][CH2:25]4)[CH2:16][CH2:15][C:14]=3[CH:13]=2)=[CH:8][CH:9]=1. The catalyst class is: 411. (2) Reactant: [CH3:1][C:2]1[CH:8]=[CH:7][C:6]([N+:9]([O-:11])=[O:10])=[CH:5][C:3]=1[NH2:4].[N+:12]([O-:15])([OH:14])=[O:13].[C:16]([NH-:18])#[N:17]. Product: [CH3:1][C:2]1[CH:8]=[CH:7][C:6]([N+:9]([O-:11])=[O:10])=[CH:5][C:3]=1[NH2:4].[N+:12]([O-:15])([OH:14])=[O:13].[NH2:17][C:16]([NH2:4])=[NH:18]. The catalyst class is: 8. (3) Reactant: [11CH3][NH:2][C:3]([C:5]([C:28]1[CH:33]=[CH:32][CH:31]=[CH:30][CH:29]=1)([C:22]1[CH:27]=[CH:26][CH:25]=[CH:24][CH:23]=1)[CH2:6][CH2:7][N:8]1[CH2:13][CH2:12][C:11]([OH:21])([C:14]2[CH:19]=[CH:18][C:17]([Cl:20])=[CH:16][CH:15]=2)[CH2:10][CH2:9]1)=[O:4].[OH-].[K+]. Product: [Cl:20][C:17]1[CH:16]=[CH:15][C:14]([C:11]2([OH:21])[CH2:10][CH2:9][N:8]([CH2:7][CH2:6][C:5]([C:28]3[CH:29]=[CH:30][CH:31]=[CH:32][CH:33]=3)([C:22]3[CH:23]=[CH:24][CH:25]=[CH:26][CH:27]=3)[C:3]([NH2:2])=[O:4])[CH2:13][CH2:12]2)=[CH:19][CH:18]=1. The catalyst class is: 218. (4) Reactant: Cl[C:2](Cl)([O:4]C(=O)OC(Cl)(Cl)Cl)Cl.[NH2:13][C:14]1[CH:18]=[C:17]([Br:19])[S:16][C:15]=1[C:20]([O:22][CH3:23])=[O:21].[NH2:24][CH:25]1[CH2:30][CH2:29][N:28]([C:31]([O:33][C:34]([CH3:37])([CH3:36])[CH3:35])=[O:32])[CH2:27][CH2:26]1.[Cl-].[Na+]. Product: [Br:19][C:17]1[S:16][C:15]([C:20]([O:22][CH3:23])=[O:21])=[C:14]([NH:13][C:2]([NH:24][CH:25]2[CH2:26][CH2:27][N:28]([C:31]([O:33][C:34]([CH3:37])([CH3:36])[CH3:35])=[O:32])[CH2:29][CH2:30]2)=[O:4])[CH:18]=1. The catalyst class is: 20. (5) Reactant: I[C:2]1[C:3]2[C:8]([C:9]([C:16]3[CH:21]=[CH:20][CH:19]=[CH:18][CH:17]=3)=[C:10]3[C:15]=1[CH:14]=[CH:13][CH:12]=[CH:11]3)=[CH:7][CH:6]=[CH:5][CH:4]=2.[Br:22][C:23]1[CH:28]=[CH:27][C:26]([C:29]2[CH:34]=[CH:33][C:32](B(O)O)=[CH:31][CH:30]=2)=[CH:25][CH:24]=1.C(=O)([O-])[O-].[Na+].[Na+]. Product: [Br:22][C:23]1[CH:28]=[CH:27][C:26]([C:29]2[CH:34]=[CH:33][C:32]([C:2]3[C:3]4[C:8]([C:9]([C:16]5[CH:21]=[CH:20][CH:19]=[CH:18][CH:17]=5)=[C:10]5[C:15]=3[CH:14]=[CH:13][CH:12]=[CH:11]5)=[CH:7][CH:6]=[CH:5][CH:4]=4)=[CH:31][CH:30]=2)=[CH:25][CH:24]=1. The catalyst class is: 206. (6) Reactant: [C:1](#[N:5])[CH:2]([CH3:4])[CH3:3].C[N-]C.[Li+].Br[CH2:11][CH2:12][CH2:13][Cl:14]. Product: [Cl:14][CH2:13][CH2:12][CH2:11][C:2]([CH3:4])([CH3:3])[C:1]#[N:5]. The catalyst class is: 81.